This data is from Full USPTO retrosynthesis dataset with 1.9M reactions from patents (1976-2016). The task is: Predict the reactants needed to synthesize the given product. (1) Given the product [CH3:24][O:23][C:18]1[CH:19]=[CH:20][CH:21]=[CH:22][C:17]=1[C:15]1[O:14][N:13]=[C:12]([CH2:11][CH2:10][CH2:9][CH2:8][C:7]([OH:25])=[O:6])[CH:16]=1, predict the reactants needed to synthesize it. The reactants are: O[Li].O.C([O:6][C:7](=[O:25])[CH2:8][CH2:9][CH2:10][CH2:11][C:12]1[CH:16]=[C:15]([C:17]2[CH:22]=[CH:21][CH:20]=[CH:19][C:18]=2[O:23][CH3:24])[O:14][N:13]=1)C.Cl. (2) Given the product [Cl:1][C:2]1[CH:26]=[N:25][C:5]2[NH:6][C:7]3[C:12]([C:4]=2[CH:3]=1)=[C:11]([C:13]1[CH:18]=[CH:17][CH:16]=[C:15]([S:19]([CH2:22][CH3:23])(=[O:21])=[O:20])[CH:14]=1)[CH:10]=[CH:9][C:8]=3[O:24][CH2:48][CH2:49][CH2:50][N:51]([CH3:53])[CH3:52], predict the reactants needed to synthesize it. The reactants are: [Cl:1][C:2]1[CH:26]=[N:25][C:5]2[NH:6][C:7]3[C:12]([C:4]=2[CH:3]=1)=[C:11]([C:13]1[CH:18]=[CH:17][CH:16]=[C:15]([S:19]([CH2:22][CH3:23])(=[O:21])=[O:20])[CH:14]=1)[CH:10]=[CH:9][C:8]=3[OH:24].C(S(C1C=C(C2C=CC(O[CH2:48][CH2:49][CH2:50][N:51]([CH3:53])[CH3:52])=C3C=2C2C=C(C)C=NC=2N3)C=CC=1)(=O)=O)C. (3) Given the product [CH3:1][N:2]1[C:6]([C:20]2([OH:26])[CH2:25][CH2:24][CH2:23][CH2:22][CH2:21]2)=[CH:5][CH:4]=[N:3]1, predict the reactants needed to synthesize it. The reactants are: [CH3:1][N:2]1[CH:6]=[CH:5][CH:4]=[N:3]1.CN(C)CCN(C)C.C([Li])CCC.[C:20]1(=[O:26])[CH2:25][CH2:24][CH2:23][CH2:22][CH2:21]1. (4) Given the product [CH3:1][O:2][C:3](=[O:14])[CH:4]=[CH:5][C:6]1[CH:11]=[CH:10][C:9]2[NH:12][C:23](=[O:24])[CH2:22][O:13][C:8]=2[CH:7]=1, predict the reactants needed to synthesize it. The reactants are: [CH3:1][O:2][C:3](=[O:14])[CH:4]=[CH:5][C:6]1[CH:11]=[CH:10][C:9]([NH2:12])=[C:8]([OH:13])[CH:7]=1.C([O-])([O-])=O.[K+].[K+].Br[CH2:22][C:23](Br)=[O:24]. (5) The reactants are: [CH2:1]1[C:6]2[NH:7][C:8]3[C:13]([C:5]=2[CH2:4][CH2:3][NH:2]1)=[CH:12][CH:11]=[CH:10][CH:9]=3.[C:14](O[C:14]([O:16][C:17]([CH3:20])([CH3:19])[CH3:18])=[O:15])([O:16][C:17]([CH3:20])([CH3:19])[CH3:18])=[O:15].C([O-])([O-])=O.[K+].[K+].CCOC(C)=O. Given the product [C:17]([O:16][C:14]([N:2]1[CH2:3][CH2:4][C:5]2[C:13]3[C:8](=[CH:9][CH:10]=[CH:11][CH:12]=3)[NH:7][C:6]=2[CH2:1]1)=[O:15])([CH3:20])([CH3:19])[CH3:18], predict the reactants needed to synthesize it. (6) Given the product [F:16][C:2]([F:1])([F:17])[C:3]1[CH:15]=[CH:14][C:6]2[CH:7]=[C:8]([C:10]([OH:12])=[O:11])[S:9][C:5]=2[CH:4]=1, predict the reactants needed to synthesize it. The reactants are: [F:1][C:2]([F:17])([F:16])[C:3]1[CH:15]=[CH:14][C:6]2[CH:7]=[C:8]([C:10]([O:12]C)=[O:11])[S:9][C:5]=2[CH:4]=1.[OH-].[Na+]. (7) Given the product [Cl:16][C:17]1[CH:22]=[C:21]([S:12]([C:9]2[CH:8]=[CH:7][C:6]([CH2:5][NH2:4])=[CH:11][CH:10]=2)(=[O:13])=[O:14])[CH:20]=[CH:19][CH:18]=1, predict the reactants needed to synthesize it. The reactants are: C([NH:4][CH2:5][C:6]1[CH:11]=[CH:10][C:9]([S:12]([O-:14])=[O:13])=[CH:8][CH:7]=1)(=O)C.[Na+].[Cl:16][C:17]1[CH:18]=[C:19](B(O)O)[CH:20]=[CH:21][CH:22]=1. (8) The reactants are: Br[C:2]1[CH:7]=[C:6]([C:8]([CH3:11])([CH3:10])[CH3:9])[CH:5]=[C:4]([C:12]([CH3:15])([CH3:14])[CH3:13])[C:3]=1[OH:16].C([Li])CCC.[F:22][C:23]([F:30])([F:29])[C:24](OCC)=[O:25]. Given the product [F:22][C:23]([F:30])([F:29])[C:24]([C:2]1[CH:7]=[C:6]([C:8]([CH3:11])([CH3:10])[CH3:9])[CH:5]=[C:4]([C:12]([CH3:15])([CH3:14])[CH3:13])[C:3]=1[OH:16])=[O:25], predict the reactants needed to synthesize it.